The task is: Predict which catalyst facilitates the given reaction.. This data is from Catalyst prediction with 721,799 reactions and 888 catalyst types from USPTO. The catalyst class is: 366. Product: [OH:18][CH2:17][C:16]1[CH:20]=[C:21]([CH:22]=[C:14]([C:13]([N:8]2[CH2:9][CH2:10][CH2:11][C@@H:7]2[C:4]2[S:5][CH:6]=[C:2]([CH3:1])[N:3]=2)=[O:12])[CH:15]=1)[C:23]([O:25][CH3:26])=[O:24]. Reactant: [CH3:1][C:2]1[N:3]=[C:4]([C@H:7]2[CH2:11][CH2:10][CH2:9][NH:8]2)[S:5][CH:6]=1.[OH:12][CH2:13][C:14]1[CH:15]=[C:16]([CH:20]=[C:21]([C:23]([O:25][CH3:26])=[O:24])[CH:22]=1)[C:17](O)=[O:18].C(N(C(C)C)CC)(C)C.C1C=CC2N(O)N=NC=2C=1.CCN=C=NCCCN(C)C.